Dataset: Full USPTO retrosynthesis dataset with 1.9M reactions from patents (1976-2016). Task: Predict the reactants needed to synthesize the given product. (1) Given the product [NH2:1][C:2]1[N:6]([C:7]2[CH:12]=[CH:11][C:10]([F:13])=[CH:9][CH:8]=2)[N:5]=[CH:4][C:3]=1[C:14](=[O:22])[C:15]1[CH:20]=[CH:19][CH:18]=[C:17]([C:28]([O:30][CH2:31][CH3:32])=[CH2:29])[CH:16]=1, predict the reactants needed to synthesize it. The reactants are: [NH2:1][C:2]1[N:6]([C:7]2[CH:12]=[CH:11][C:10]([F:13])=[CH:9][CH:8]=2)[N:5]=[CH:4][C:3]=1[C:14](=[O:22])[C:15]1[CH:20]=[CH:19][CH:18]=[C:17](Br)[CH:16]=1.C([Sn](CCCC)(CCCC)[C:28]([O:30][CH2:31][CH3:32])=[CH2:29])CCC.Cl. (2) The reactants are: C([O:3][C:4](=[O:35])[CH2:5][C@@H:6]([N:13]1[C:21]2[CH:20]=[CH:19][N:18]=[CH:17][C:16]=2[N:15]([CH2:22][C:23]2[C:27]3[C:28]([CH3:33])=[CH:29][C:30]([CH3:32])=[CH:31][C:26]=3[S:25][N:24]=2)[C:14]1=[O:34])[C:7]1[CH:12]=[CH:11][CH:10]=[CH:9][CH:8]=1)C.[OH-].[Li+]. Given the product [CH3:33][C:28]1[C:27]2[C:23]([CH2:22][N:15]3[C:16]4[CH:17]=[N:18][CH:19]=[CH:20][C:21]=4[N:13]([C@@H:6]([C:7]4[CH:8]=[CH:9][CH:10]=[CH:11][CH:12]=4)[CH2:5][C:4]([OH:35])=[O:3])[C:14]3=[O:34])=[N:24][S:25][C:26]=2[CH:31]=[C:30]([CH3:32])[CH:29]=1, predict the reactants needed to synthesize it. (3) Given the product [I-:14].[N+:1]([C:4]1[CH:13]=[CH:12][CH:11]=[C:10]2[C:5]=1[CH:6]=[CH:7][CH:8]=[N+:9]2[CH3:15])([O-:3])=[O:2], predict the reactants needed to synthesize it. The reactants are: [N+:1]([C:4]1[CH:13]=[CH:12][CH:11]=[C:10]2[C:5]=1[CH:6]=[CH:7][CH:8]=[N:9]2)([O-:3])=[O:2].[I:14][CH3:15]. (4) The reactants are: [O:1]=[C:2]1[N:7]2[N:8]=[CH:9][C:10]([C:11]3[CH:16]=[CH:15][CH:14]=[CH:13][N:12]=3)=[C:6]2[NH:5][C:4]([C:17]2[CH:26]=[CH:25][C:20]([C:21]([NH:23][NH2:24])=[O:22])=[CH:19][CH:18]=2)=[CH:3]1.[CH3:27]C1C=CC(S(O)(=O)=O)=CC=1.C(OCC)(OCC)OCC. Given the product [O:22]1[CH:27]=[N:24][N:23]=[C:21]1[C:20]1[CH:25]=[CH:26][C:17]([C:4]2[NH:5][C:6]3[N:7]([N:8]=[CH:9][C:10]=3[C:11]3[CH:16]=[CH:15][CH:14]=[CH:13][N:12]=3)[C:2](=[O:1])[CH:3]=2)=[CH:18][CH:19]=1, predict the reactants needed to synthesize it. (5) Given the product [CH2:2]([O:3][C:4]([C:6]1[NH:7][C:8]2[C:13]([CH:14]=1)=[CH:12][C:11]([C:15]([N:40]1[CH2:44][CH2:43][CH2:42][C@H:41]1[CH2:45][N:46]1[CH2:50][CH2:49][CH2:48][CH2:47]1)=[O:17])=[CH:10][CH:9]=2)=[O:5])[CH3:1], predict the reactants needed to synthesize it. The reactants are: [CH3:1][CH2:2][O:3][C:4]([C:6]1[NH:7][C:8]2[C:13]([CH:14]=1)=[CH:12][C:11]([C:15]([OH:17])=O)=[CH:10][CH:9]=2)=[O:5].F[B-](F)(F)F.N1(OC(N(C)C)=[N+](C)C)C2C=CC=CC=2N=N1.[NH:40]1[CH2:44][CH2:43][CH2:42][C@H:41]1[CH2:45][N:46]1[CH2:50][CH2:49][CH2:48][CH2:47]1.C(N(CC)C(C)C)(C)C. (6) Given the product [ClH:27].[C:1]1([S:7]([C:10]2[CH:11]=[C:12]3[C:17](=[CH:18][CH:19]=2)[CH:16]([O:20][CH2:21][CH2:22][NH:24][CH3:25])[CH2:15][CH2:14][CH2:13]3)(=[O:8])=[O:9])[CH:2]=[CH:3][CH:4]=[CH:5][CH:6]=1, predict the reactants needed to synthesize it. The reactants are: [C:1]1([S:7]([C:10]2[CH:11]=[C:12]3[C:17](=[CH:18][CH:19]=2)[CH:16]([O:20][CH2:21][C:22]([NH:24][CH3:25])=O)[CH2:15][CH2:14][CH2:13]3)(=[O:9])=[O:8])[CH:6]=[CH:5][CH:4]=[CH:3][CH:2]=1.B.[ClH:27].